Dataset: Catalyst prediction with 721,799 reactions and 888 catalyst types from USPTO. Task: Predict which catalyst facilitates the given reaction. (1) Reactant: [F:1][C:2]1[CH:7]=[CH:6][C:5]([CH:8]([NH:13][S:14]([C:17]2[CH:22]=[CH:21][CH:20]=[C:19]([C:23]([F:26])([F:25])[F:24])[CH:18]=2)(=[O:16])=[O:15])[CH2:9][C:10]([OH:12])=O)=[CH:4][CH:3]=1.[NH2:27][CH:28]1[CH2:37][CH2:36][CH2:35][C:34]2[N:33]=[C:32]([CH2:38][CH2:39][OH:40])[N:31]=[CH:30][C:29]1=2.C1C=CC2N(O)N=NC=2C=1.C(Cl)CCl. Product: [F:1][C:2]1[CH:7]=[CH:6][C:5]([CH:8]([NH:13][S:14]([C:17]2[CH:22]=[CH:21][CH:20]=[C:19]([C:23]([F:26])([F:25])[F:24])[CH:18]=2)(=[O:16])=[O:15])[CH2:9][C:10]([NH:27][CH:28]2[CH2:37][CH2:36][CH2:35][C:34]3[N:33]=[C:32]([CH2:38][CH2:39][OH:40])[N:31]=[CH:30][C:29]2=3)=[O:12])=[CH:4][CH:3]=1. The catalyst class is: 3. (2) Reactant: [CH3:1][O:2][C:3]1[CH:8]=[C:7]([CH:9]=O)[CH:6]=[CH:5][N:4]=1.[CH3:11][O:12][C:13]([CH:15]=P(C1C=CC=CC=1)(C1C=CC=CC=1)C1C=CC=CC=1)=[O:14].O. Product: [CH3:11][O:12][C:13](=[O:14])[CH:15]=[CH:9][C:7]1[CH:6]=[CH:5][N:4]=[C:3]([O:2][CH3:1])[CH:8]=1. The catalyst class is: 2. (3) Reactant: [CH:1](NC(C)C)(C)[CH3:2].[Li]CCCC.[C:13]12([CH2:23][C:24]#[N:25])[CH2:22][CH:17]3[CH2:18][CH:19]([CH2:21][CH:15]([CH2:16]3)[CH2:14]1)[CH2:20]2.C(I)C.[NH4+].[Cl-]. Product: [C:13]12([CH:23]([CH2:1][CH3:2])[C:24]#[N:25])[CH2:20][CH:19]3[CH2:18][CH:17]([CH2:16][CH:15]([CH2:21]3)[CH2:14]1)[CH2:22]2. The catalyst class is: 1. (4) Reactant: [O:1]([CH:8]1[CH2:17][CH2:16][CH2:15][C:14]2[CH:13]=[C:12]([C:18]([OH:20])=O)[CH:11]=[CH:10][C:9]1=2)[C:2]1[CH:7]=[CH:6][CH:5]=[CH:4][CH:3]=1.Cl.C(N=C=NCCCN(C)C)C.ON1C2C=CC=CC=2N=N1.C(N(CC)CC)C.[NH2:50][CH2:51][C:52]1[C:53]([OH:60])=[N:54][C:55]([CH3:59])=[CH:56][C:57]=1[CH3:58]. Product: [OH:60][C:53]1[C:52]([CH2:51][NH:50][C:18]([C:12]2[CH:11]=[CH:10][C:9]3[CH:8]([O:1][C:2]4[CH:3]=[CH:4][CH:5]=[CH:6][CH:7]=4)[CH2:17][CH2:16][CH2:15][C:14]=3[CH:13]=2)=[O:20])=[C:57]([CH3:58])[CH:56]=[C:55]([CH3:59])[N:54]=1. The catalyst class is: 4. (5) Reactant: [F:1][C:2]1([F:18])[CH2:6][N:5](C(OC(C)(C)C)=O)[C@H:4]([C:14](=[O:17])[NH:15][CH3:16])[CH2:3]1.[ClH:19]. Product: [ClH:19].[F:18][C:2]1([F:1])[CH2:6][NH:5][C@H:4]([C:14](=[O:17])[NH:15][CH3:16])[CH2:3]1. The catalyst class is: 25. (6) Reactant: [C:1]([O:5][C:6]([N:8]1[CH2:15][CH2:14][CH2:13][C@H:9]1[C:10]([OH:12])=O)=[O:7])([CH3:4])([CH3:3])[CH3:2].C(N1C=CN=C1)(N1C=CN=C1)=O.[NH2:28][C:29]1[S:30][CH:31]=[CH:32][N:33]=1.O. Product: [S:30]1[CH:31]=[CH:32][N:33]=[C:29]1[NH:28][C:10]([C@@H:9]1[CH2:13][CH2:14][CH2:15][N:8]1[C:6]([O:5][C:1]([CH3:2])([CH3:3])[CH3:4])=[O:7])=[O:12]. The catalyst class is: 2. (7) Reactant: [O:1]([C:8]1[CH:9]=[C:10]([CH:25]=[CH:26][CH:27]=1)[CH2:11][NH:12][C:13]1[CH:18]=[CH:17][C:16]([C@@H:19]2[CH2:21][C@H:20]2[C:22](O)=[O:23])=[CH:15][CH:14]=1)[C:2]1[CH:7]=[CH:6][CH:5]=[CH:4][CH:3]=1.CN(C(ON1N=NC2C=CC=NC1=2)=[N+](C)C)C.F[P-](F)(F)(F)(F)F.[F:52][C:53]([F:63])([F:62])[C:54]1[CH:61]=[CH:60][C:57]([CH2:58][NH2:59])=[CH:56][CH:55]=1. Product: [O:1]([C:8]1[CH:9]=[C:10]([CH:25]=[CH:26][CH:27]=1)[CH2:11][NH:12][C:13]1[CH:14]=[CH:15][C:16]([C@@H:19]2[CH2:21][C@H:20]2[C:22]([NH:59][CH2:58][C:57]2[CH:56]=[CH:55][C:54]([C:53]([F:52])([F:62])[F:63])=[CH:61][CH:60]=2)=[O:23])=[CH:17][CH:18]=1)[C:2]1[CH:3]=[CH:4][CH:5]=[CH:6][CH:7]=1. The catalyst class is: 139.